This data is from PAMPA (Parallel Artificial Membrane Permeability Assay) permeability data from NCATS. The task is: Regression/Classification. Given a drug SMILES string, predict its absorption, distribution, metabolism, or excretion properties. Task type varies by dataset: regression for continuous measurements (e.g., permeability, clearance, half-life) or binary classification for categorical outcomes (e.g., BBB penetration, CYP inhibition). Dataset: pampa_ncats. (1) The molecule is CC(C)C1=CC=CC=C1C2=NC=C(C(=N2)NC3(CC3)C4=CC=C(C=C4)C5=CN=CC=C5)F. The result is 1 (high permeability). (2) The compound is CCOC1=CC(=O)N2CCCCC2=C1C(=O)NC3=CC(=C(C=C3OC)Cl)OC. The result is 1 (high permeability). (3) The drug is CC1=CC(=CC(=C1Cl)C)OCCCC2=C(N(C3=C2C=CC=C3C4=C(N(N=C4COC5=CC=C(C=C5)N6CCN(CC6)C(=O)C)C)C)CC7=CN=CC=C7)C(=O)O. The result is 1 (high permeability). (4) The molecule is CC1=CC(=CC=C1)N2C3=C(C(SCC(=O)N3)C4=CC=CC=C4Cl)C(=N2)C. The result is 1 (high permeability).